Predict the product of the given reaction. From a dataset of Forward reaction prediction with 1.9M reactions from USPTO patents (1976-2016). (1) Given the reactants FC(F)(F)S(O[C:7]1[CH:8]=[CH:9][C:10]2[O:14][C:13]([C:15]([O:17][CH3:18])=[O:16])=[CH:12][C:11]=2[CH:19]=1)(=O)=O.CC1(C)C(C)(C)OB([C:30]2[CH:35]=[CH:34][C:33]([OH:36])=[CH:32][CH:31]=2)O1.C1(P(C2C=CC=CC=2)C2C=CC=CC=2)C=CC=CC=1.P([O-])([O-])([O-])=O.[K+].[K+].[K+].O, predict the reaction product. The product is: [OH:36][C:33]1[CH:34]=[CH:35][C:30]([C:7]2[CH:8]=[CH:9][C:10]3[O:14][C:13]([C:15]([O:17][CH3:18])=[O:16])=[CH:12][C:11]=3[CH:19]=2)=[CH:31][CH:32]=1. (2) Given the reactants [C:1]([C:3]1[CH:8]=[CH:7][C:6]([N:9]2[C:13]([C:14]3[C:15]([CH3:44])=[C:16]([C:34]4[CH:39]=[CH:38][CH:37]=[C:36]([C:40]([F:43])([F:42])[F:41])[CH:35]=4)[C:17]4[N:18]([N:20]=[C:21]([NH:23][C:24](=[O:33])[CH2:25][N:26]5[CH2:31][CH2:30][N:29]([CH3:32])[CH2:28][CH2:27]5)[N:22]=4)[CH:19]=3)=[CH:12][CH:11]=[N:10]2)=[CH:5][CH:4]=1)#[N:2].[CH3:45][I:46], predict the reaction product. The product is: [I-:46].[C:1]([C:3]1[CH:8]=[CH:7][C:6]([N:9]2[C:13]([C:14]3[C:15]([CH3:44])=[C:16]([C:34]4[CH:39]=[CH:38][CH:37]=[C:36]([C:40]([F:42])([F:43])[F:41])[CH:35]=4)[C:17]4[N:18]([N:20]=[C:21]([NH:23][C:24]([CH2:25][N:26]5[CH2:31][CH2:30][N+:29]([CH3:45])([CH3:32])[CH2:28][CH2:27]5)=[O:33])[N:22]=4)[CH:19]=3)=[CH:12][CH:11]=[N:10]2)=[CH:5][CH:4]=1)#[N:2]. (3) Given the reactants [C:1]([O:5][C:6]([N:8]1[CH2:13][CH2:12][N:11]([C:14]([O:16][C:17]([CH3:20])([CH3:19])[CH3:18])=[O:15])[CH2:10][CH:9]1[CH2:21][CH2:22][OH:23])=[O:7])([CH3:4])([CH3:3])[CH3:2].[C:24]1([CH3:34])[CH:29]=[CH:28][C:27]([S:30](Cl)(=[O:32])=[O:31])=[CH:26][CH:25]=1.C(N(CC)CC)C, predict the reaction product. The product is: [C:1]([O:5][C:6]([N:8]1[CH2:13][CH2:12][N:11]([C:14]([O:16][C:17]([CH3:20])([CH3:19])[CH3:18])=[O:15])[CH2:10][CH:9]1[CH2:21][CH2:22][O:23][S:30]([C:27]1[CH:28]=[CH:29][C:24]([CH3:34])=[CH:25][CH:26]=1)(=[O:32])=[O:31])=[O:7])([CH3:4])([CH3:3])[CH3:2]. (4) Given the reactants Cl[C:2]1[C:3]([C:18]2[N:22]([CH3:23])[C:21]3[CH:24]=[CH:25][CH:26]=[CH:27][C:20]=3[N:19]=2)=[N:4][C:5]([N:8]2[CH2:13][CH2:12][N:11]([C:14]([NH:16][CH3:17])=[O:15])[CH2:10][CH2:9]2)=[N:6][CH:7]=1.[OH-].[Na+].CCOC(C)=O, predict the reaction product. The product is: [CH3:17][NH:16][C:14]([N:11]1[CH2:10][CH2:9][N:8]([C:5]2[N:4]=[C:3]([C:18]3[N:22]([CH3:23])[C:21]4[CH:24]=[CH:25][CH:26]=[CH:27][C:20]=4[N:19]=3)[CH:2]=[CH:7][N:6]=2)[CH2:13][CH2:12]1)=[O:15]. (5) Given the reactants CO[C:3]([C:5]1[CH:6]=[C:7]([C:15]2(O)[CH2:19][CH2:18][O:17][CH2:16]2)[N:8]2[C:13]=1[C:12]([Cl:14])=[CH:11][CH:10]=[CH:9]2)=[O:4].Cl.[F:22][C:23]1([F:31])[CH2:28][CH2:27][CH:26]([CH2:29][NH2:30])[CH2:25][CH2:24]1.C(N(C(C)C)C(C)C)C.N12CCN(CC1)CC2.C[Al](C)C, predict the reaction product. The product is: [Cl:14][C:12]1[C:13]2[N:8]([C:7]([C:15]3[CH2:16][O:17][CH2:18][CH:19]=3)=[CH:6][C:5]=2[C:3]([NH:30][CH2:29][CH:26]2[CH2:27][CH2:28][C:23]([F:31])([F:22])[CH2:24][CH2:25]2)=[O:4])[CH:9]=[CH:10][CH:11]=1.